This data is from Reaction yield outcomes from USPTO patents with 853,638 reactions. The task is: Predict the reaction yield, written as a fraction of the theoretical maximum amount of product (1.0 means a 100% yield; for example, 0.34 means a 34% yield). (1) The reactants are [O:1]([C:3]1[CH:4]=[C:5]2[C:9](=[CH:10][CH:11]=1)[C:8](=O)[CH2:7][CH2:6]2)[CH3:2].Br[CH:14]([CH3:19])[C:15]([O:17]C)=[O:16]. No catalyst specified. The product is [CH3:2][O:1][C:3]1[CH:4]=[C:5]2[C:9]([C:8]([CH:14]([CH3:19])[C:15]([OH:17])=[O:16])=[CH:7][CH2:6]2)=[CH:10][CH:11]=1. The yield is 0.680. (2) The reactants are [NH2:1][C:2]1[C:3]([C:9]([O:11][CH3:12])=[O:10])=[N:4][C:5](Br)=[CH:6][CH:7]=1.[Br:13][C:14]1[C:15]([F:30])=[CH:16][C:17]([F:29])=[C:18](B2OC(C)(C)C(C)(C)O2)[CH:19]=1. No catalyst specified. The product is [NH2:1][C:2]1[C:3]([C:9]([O:11][CH3:12])=[O:10])=[N:4][C:5]([C:18]2[CH:19]=[C:14]([Br:13])[C:15]([F:30])=[CH:16][C:17]=2[F:29])=[CH:6][CH:7]=1. The yield is 0.490. (3) The reactants are C(OC1CCN([C:11]2[CH:16]=[CH:15][C:14]([B:17]3[O:21][C:20]([CH3:23])([CH3:22])[C:19]([CH3:25])([CH3:24])[O:18]3)=[CH:13][CH:12]=2)CC1)(=O)C.BrC1C=CC([CH:33]2[CH2:38][CH2:37][N:36]([C:39]([O:41][C:42]([CH3:45])([CH3:44])[CH3:43])=[O:40])[CH2:35][CH2:34]2)=CC=1. No catalyst specified. The product is [CH3:23][C:20]1([CH3:22])[C:19]([CH3:24])([CH3:25])[O:18][B:17]([C:14]2[CH:13]=[CH:12][C:11]([CH:33]3[CH2:38][CH2:37][N:36]([C:39]([O:41][C:42]([CH3:45])([CH3:44])[CH3:43])=[O:40])[CH2:35][CH2:34]3)=[CH:16][CH:15]=2)[O:21]1. The yield is 0.800. (4) The reactants are [CH3:1][O:2][C:3]([CH:5]1[CH2:9][CH:8]([CH3:10])[CH2:7][C:6]1=[O:11])=[O:4].C(N(C(C)C)CC)(C)C.[S:21](O[S:21]([C:24]([F:27])([F:26])[F:25])(=[O:23])=[O:22])([C:24]([F:27])([F:26])[F:25])(=[O:23])=[O:22].CCOC(C)=O. The catalyst is ClCCl. The product is [CH3:1][O:2][C:3]([C:5]1[CH2:9][C@@H:8]([CH3:10])[CH2:7][C:6]=1[O:11][S:21]([C:24]([F:27])([F:26])[F:25])(=[O:23])=[O:22])=[O:4]. The yield is 0.850.